This data is from Catalyst prediction with 721,799 reactions and 888 catalyst types from USPTO. The task is: Predict which catalyst facilitates the given reaction. (1) Reactant: [OH:1][C:2]([C:27]1[NH:31][C:30]2[CH:32]=[CH:33][C:34]([C:36]#[N:37])=[CH:35][C:29]=2[N:28]=1)([C:4]1[C:12]([CH:13]([CH3:15])[CH3:14])=[CH:11][C:10]([CH3:16])=[C:9]2[C:5]=1[CH:6]=[CH:7][N:8]2S(C1C=CC(C)=CC=1)(=O)=O)[CH3:3].OC(C1NC2C=CC(C#N)=CC=2N=1)(C1C(CCC)=CC(C)=C2C=1C=CN2S(C1C=CC(C)=CC=1)(=O)=O)C.C(N)CC(C)C.[OH-].[K+]. Product: [OH:1][C:2]([C:27]1[NH:31][C:30]2[CH:32]=[CH:33][C:34]([C:36]#[N:37])=[CH:35][C:29]=2[N:28]=1)([C:4]1[C:12]([CH:13]([CH3:15])[CH3:14])=[CH:11][C:10]([CH3:16])=[C:9]2[C:5]=1[CH:6]=[CH:7][NH:8]2)[CH3:3]. The catalyst class is: 2. (2) Reactant: [NH2:1][C@@H:2]1[C:10]2[C:5](=[CH:6][CH:7]=[CH:8][CH:9]=2)[CH2:4][C@@H:3]1O.[OH:12]C1CC2C(=CC=CC=2)C1=NO.Cl. Product: [NH2:1][C:2]1([OH:12])[C:10]2[C:5](=[CH:6][CH:7]=[CH:8][CH:9]=2)[CH2:4][CH2:3]1. The catalyst class is: 19. (3) Reactant: [CH3:1][N:2]1[C@@H:19]2[CH2:20][C:7]3=[CH:8][CH:9]=[C:10]([OH:22])[C:11]4[O:12][C@H:13]5[C:14]([CH2:16][CH2:17][C@:18]2([OH:21])[C@:5]5([C:6]=43)[CH2:4][CH2:3]1)=[O:15].Cl. Product: [CH3:1][N:2]1[C@@H:19]2[CH2:20][C:7]3=[CH:8][CH:9]=[C:10]([OH:22])[C:11]4[O:12][C@H:13]5[C:14]([CH2:16][CH2:17][C@:18]2([OH:21])[C@:5]5([C:6]=43)[CH2:4][CH2:3]1)=[O:15]. The catalyst class is: 813. (4) Reactant: [NH2:1][C:2]1[CH:3]=[C:4]2[C:9](=[CH:10][CH:11]=1)[C:8](=[O:12])[NH:7][C:6](=[O:13])[CH2:5]2.CC(O[C:18]([CH3:20])=[O:19])=O.CN(C)C=O.[CH:26](OC)(OC)[O:27][CH3:28]. Product: [O:12]=[C:8]1[C:9]2[C:4](=[CH:3][C:2]([NH:1][C:18](=[O:19])[CH3:20])=[CH:11][CH:10]=2)/[C:5](=[CH:26]\[O:27][CH3:28])/[C:6](=[O:13])[NH:7]1. The catalyst class is: 28. (5) Reactant: Cl.[O:2]([NH2:4])[CH3:3].[NH2:5][C:6]1[C:15]2[N:16]=[C:17]([CH2:24][CH2:25][C:26](=O)[CH3:27])[N:18]([CH2:19][C:20]([OH:23])([CH3:22])[CH3:21])[C:14]=2[C:13]2[CH:12]=[CH:11][CH:10]=[CH:9][C:8]=2[N:7]=1.O. Product: [CH3:3][O:2][N:4]=[C:26]([CH2:25][CH2:24][C:17]1[N:18]([CH2:19][C:20]([OH:23])([CH3:22])[CH3:21])[C:14]2[C:13]3[CH:12]=[CH:11][CH:10]=[CH:9][C:8]=3[N:7]=[C:6]([NH2:5])[C:15]=2[N:16]=1)[CH3:27]. The catalyst class is: 17. (6) Reactant: Cl.[CH3:2][N:3]([CH3:36])[C:4]1([C:30]2[CH:35]=[CH:34][CH:33]=[CH:32][CH:31]=2)[CH2:9][CH2:8][CH:7]([NH:10][C:11]([N:13]2[CH2:18][CH2:17][CH:16]([C:19]3[C:27]4[C:22](=[CH:23][CH:24]=[C:25]([O:28][CH3:29])[CH:26]=4)[NH:21][CH:20]=3)[CH2:15][CH2:14]2)=[O:12])[CH2:6][CH2:5]1.[Cl:37][Si](C)(C)C. Product: [ClH:37].[CH3:36][N:3]([CH3:2])[C:4]1([C:30]2[CH:31]=[CH:32][CH:33]=[CH:34][CH:35]=2)[CH2:9][CH2:8][CH:7]([NH:10][C:11]([N:13]2[CH2:14][CH2:15][CH:16]([C:19]3[C:27]4[C:22](=[CH:23][CH:24]=[C:25]([O:28][CH3:29])[CH:26]=4)[NH:21][CH:20]=3)[CH2:17][CH2:18]2)=[O:12])[CH2:6][CH2:5]1.[CH3:36][N:3]([CH3:2])[C:4]1([C:30]2[CH:31]=[CH:32][CH:33]=[CH:34][CH:35]=2)[CH2:9][CH2:8][CH:7]([NH:10][C:11]([N:13]2[CH2:14][CH2:15][CH:16]([C:19]3[C:27]4[C:22](=[CH:23][CH:24]=[C:25]([O:28][CH3:29])[CH:26]=4)[NH:21][CH:20]=3)[CH2:17][CH2:18]2)=[O:12])[CH2:6][CH2:5]1. The catalyst class is: 573. (7) The catalyst class is: 3. Product: [Si:5]([O:9][C@@H:10]([CH2:15][O:16][C@H:17]([CH3:21])[CH2:18][O:19][CH3:20])[C:11]([O:13][CH3:14])=[O:12])([C:1]([CH3:4])([CH3:3])[CH3:2])([CH3:7])[CH3:6]. Reactant: [C:1]([Si:5](Cl)([CH3:7])[CH3:6])([CH3:4])([CH3:3])[CH3:2].[OH:9][C@@H:10]([CH2:15][O:16][C@H:17]([CH3:21])[CH2:18][O:19][CH3:20])[C:11]([O:13][CH3:14])=[O:12].N1C=CN=C1.